From a dataset of Full USPTO retrosynthesis dataset with 1.9M reactions from patents (1976-2016). Predict the reactants needed to synthesize the given product. (1) Given the product [N+:17]([C:20]1[CH:21]=[C:22]([C:36]([CH3:37])=[CH:11][C:12]([O:14][CH2:15][CH3:16])=[O:13])[CH:23]=[CH:24][C:25]=1[O:26][CH:27]([C:30]1[CH:31]=[CH:32][CH:33]=[CH:34][CH:35]=1)[CH2:28][CH3:29])([O-:19])=[O:18], predict the reactants needed to synthesize it. The reactants are: [H-].[Na+].C(OP([CH2:11][C:12]([O:14][CH2:15][CH3:16])=[O:13])(OCC)=O)C.[N+:17]([C:20]1[CH:21]=[C:22]([C:36](=O)[CH3:37])[CH:23]=[CH:24][C:25]=1[O:26][CH:27]([C:30]1[CH:35]=[CH:34][CH:33]=[CH:32][CH:31]=1)[CH2:28][CH3:29])([O-:19])=[O:18]. (2) Given the product [NH2:42][C:9]1[C:8]2[N:17]=[C:5]([CH2:1][CH2:2][CH2:3][CH3:4])[N:6]([CH2:18][C:19]([CH3:26])([CH3:25])[C:20]([O:22][CH3:23])=[O:21])[C:7]=2[C:16]2[CH:15]=[CH:14][CH:13]=[CH:12][C:11]=2[N:10]=1, predict the reactants needed to synthesize it. The reactants are: [CH2:1]([C:5]1[N:6]([CH2:18][C:19]([CH3:26])([CH3:25])[C:20]([O:22][CH2:23]C)=[O:21])[C:7]2[C:16]3[CH:15]=[CH:14][CH:13]=[CH:12][C:11]=3[N:10]=[CH:9][C:8]=2[N:17]=1)[CH2:2][CH2:3][CH3:4].C1C=C(Cl)C=C(C(OO)=O)C=1.ClC(Cl)(Cl)C([N:42]=C=O)=O.[N-]=C=O. (3) Given the product [Br:34][C:16]1[CH:17]=[CH:18][C:13]([O:12][C:11]2[C:6]([CH3:5])=[N:7][C:8]([CH3:21])=[CH:9][CH:10]=2)=[C:14]([F:20])[CH:15]=1, predict the reactants needed to synthesize it. The reactants are: N([O-])=O.[Na+].[CH3:5][C:6]1[C:11]([O:12][C:13]2[CH:18]=[CH:17][C:16](N)=[CH:15][C:14]=2[F:20])=[CH:10][CH:9]=[C:8]([CH3:21])[N:7]=1.C(=O)([O-])[O-].[K+].[K+].CCOC(C)=O.[BrH:34]. (4) The reactants are: [CH3:1][O:2][C:3]1[C:8]([CH3:9])=[C:7]([CH3:10])[C:6]([O:11][CH3:12])=[C:5]([CH3:13])[C:4]=1[CH2:14]/[CH:15]=[C:16](\[CH3:22])/[CH2:17][CH2:18][CH2:19][C:20]#N.C1(C)C=CC=CC=1.CC(C[AlH]CC(C)C)C.[OH:39]S(O)(=O)=O. Given the product [CH3:1][O:2][C:3]1[C:8]([CH3:9])=[C:7]([CH3:10])[C:6]([O:11][CH3:12])=[C:5]([CH3:13])[C:4]=1[CH2:14]/[CH:15]=[C:16](\[CH3:22])/[CH2:17][CH2:18][CH2:19][CH:20]=[O:39], predict the reactants needed to synthesize it. (5) Given the product [F:1][C:2]([F:10])([F:9])[C:3]([CH3:8])([CH3:7])[C:4]([N:11]1[CH2:16][CH2:15][CH:14]([C:17]([O:19][CH2:20][CH3:21])=[O:18])[CH2:13][CH2:12]1)=[O:5], predict the reactants needed to synthesize it. The reactants are: [F:1][C:2]([F:10])([F:9])[C:3]([CH3:8])([CH3:7])[C:4](O)=[O:5].[NH:11]1[CH2:16][CH2:15][CH:14]([C:17]([O:19][CH2:20][CH3:21])=[O:18])[CH2:13][CH2:12]1.C(Cl)CCl.C1C=CC2N(O)N=NC=2C=1.CCN(C(C)C)C(C)C.[NH4+].[Cl-]. (6) Given the product [NH2:10][C:9]1[S:11][N:1]=[C:2]2[CH:7]=[C:6]([Br:8])[CH:5]=[N:4][C:3]=12, predict the reactants needed to synthesize it. The reactants are: [NH2:1][C:2]1[C:3]([C:9](=[S:11])[NH2:10])=[N:4][CH:5]=[C:6]([Br:8])[CH:7]=1.OO. (7) Given the product [NH2:37][C:36]([NH2:38])=[N:35][C:28]([C:19]1[CH:18]=[CH:17][C:16]2[C:15]3[C:23](=[CH:24][CH:25]=[CH:26][C:14]=3[F:13])[C:22](=[O:27])[C:21]=2[CH:20]=1)=[O:30], predict the reactants needed to synthesize it. The reactants are: C1N=CN(C(N2C=NC=C2)=O)C=1.[F:13][C:14]1[CH:26]=[CH:25][CH:24]=[C:23]2[C:15]=1[C:16]1[CH:17]=[CH:18][C:19]([C:28]([OH:30])=O)=[CH:20][C:21]=1[C:22]2=[O:27].C(=O)(O)O.[NH2:35][C:36]([NH2:38])=[NH:37]. (8) Given the product [F:23][C:24]1[CH:25]=[CH:26][C:27]([NH:30][C:31](=[O:32])[C:33]2[CH:34]=[CH:35][CH:36]=[C:37]([C:2]3[CH:7]=[CH:6][N:5]=[C:4]4[CH:8]=[C:9]([C:11]5[CH:16]=[C:15]([O:17][CH3:18])[C:14]([O:19][CH3:20])=[C:13]([O:21][CH3:22])[CH:12]=5)[O:10][C:3]=34)[CH:38]=2)=[CH:28][CH:29]=1, predict the reactants needed to synthesize it. The reactants are: Cl[C:2]1[CH:7]=[CH:6][N:5]=[C:4]2[CH:8]=[C:9]([C:11]3[CH:16]=[C:15]([O:17][CH3:18])[C:14]([O:19][CH3:20])=[C:13]([O:21][CH3:22])[CH:12]=3)[O:10][C:3]=12.[F:23][C:24]1[CH:29]=[CH:28][C:27]([NH:30][C:31]([C:33]2[CH:34]=[C:35](B(O)O)[CH:36]=[CH:37][CH:38]=2)=[O:32])=[CH:26][CH:25]=1. (9) The reactants are: [Cl:1][C:2]1[CH:3]=[C:4]([CH:25]=[CH:26][C:27]=1[O:28][CH3:29])[CH2:5][NH:6][C:7]1[C:12]([C:13]([OH:15])=O)=[CH:11][N:10]=[C:9]([N:16]2[CH2:24][C:23]3[C:18](=[N:19][CH:20]=[CH:21][CH:22]=3)[CH2:17]2)[N:8]=1.CN(C(ON1N=NC2C=CC=NC1=2)=[N+](C)C)C.F[P-](F)(F)(F)(F)F.CCN(C(C)C)C(C)C.[NH2:63][C@H:64]1[CH2:69][CH2:68][C@H:67]([OH:70])[CH2:66][CH2:65]1. Given the product [OH:70][C@H:67]1[CH2:68][CH2:69][C@H:64]([NH:63][C:13]([C:12]2[C:7]([NH:6][CH2:5][C:4]3[CH:25]=[CH:26][C:27]([O:28][CH3:29])=[C:2]([Cl:1])[CH:3]=3)=[N:8][C:9]([N:16]3[CH2:24][C:23]4[C:18](=[N:19][CH:20]=[CH:21][CH:22]=4)[CH2:17]3)=[N:10][CH:11]=2)=[O:15])[CH2:65][CH2:66]1, predict the reactants needed to synthesize it. (10) Given the product [O:2]1[C:6]2[CH:7]=[CH:8][CH:9]=[C:10]([CH:11]3[CH2:16][CH2:15][N:14]([CH2:17][CH2:18][C@H:19]4[CH2:20][CH2:21][C@H:22]([NH:25][C:32]([CH:29]5[CH2:30][CH2:31][O:26][CH2:27][CH2:28]5)=[O:33])[CH2:23][CH2:24]4)[CH2:13][CH2:12]3)[C:5]=2[O:4][CH2:3]1, predict the reactants needed to synthesize it. The reactants are: Cl.[O:2]1[C:6]2[CH:7]=[CH:8][CH:9]=[C:10]([CH:11]3[CH2:16][CH2:15][N:14]([CH2:17][CH2:18][C@H:19]4[CH2:24][CH2:23][C@H:22]([NH2:25])[CH2:21][CH2:20]4)[CH2:13][CH2:12]3)[C:5]=2[O:4][CH2:3]1.[O:26]1[CH2:31][CH2:30][CH:29]([C:32](O)=[O:33])[CH2:28][CH2:27]1.